From a dataset of Full USPTO retrosynthesis dataset with 1.9M reactions from patents (1976-2016). Predict the reactants needed to synthesize the given product. (1) Given the product [F:37][C:2]([F:1])([F:36])[C:3]([C:9]1[CH:10]=[CH:11][C:12]([N:21]2[CH2:22][CH2:23][CH:24]([S:27]([C:30]3[CH:35]=[CH:34][CH:33]=[CH:32][CH:31]=3)(=[O:28])=[O:29])[CH2:25][CH2:26]2)=[C:13]([C:15]#[C:16][CH:17]([O:20][CH3:40])[CH2:18][CH3:19])[CH:14]=1)([OH:8])[C:4]([F:7])([F:6])[F:5], predict the reactants needed to synthesize it. The reactants are: [F:1][C:2]([F:37])([F:36])[C:3]([C:9]1[CH:10]=[CH:11][C:12]([N:21]2[CH2:26][CH2:25][CH:24]([S:27]([C:30]3[CH:35]=[CH:34][CH:33]=[CH:32][CH:31]=3)(=[O:29])=[O:28])[CH2:23][CH2:22]2)=[C:13]([C:15]#[C:16][CH:17]([OH:20])[CH2:18][CH3:19])[CH:14]=1)([OH:8])[C:4]([F:7])([F:6])[F:5].[H-].[Na+].[CH3:40]I. (2) Given the product [CH3:18][C:7]1[CH:6]=[CH:5][N:4]=[C:3]2[NH:9][C:10]([C:12]3[CH:13]=[CH:14][N:15]=[CH:16][CH:17]=3)=[CH:11][C:2]=12, predict the reactants needed to synthesize it. The reactants are: Br[C:2]1[C:3]([N:9]=[C:10]([C:12]2[CH:17]=[CH:16][N:15]=[CH:14][CH:13]=2)[CH3:11])=[N:4][CH:5]=[C:6](C)[CH:7]=1.[CH2:18]1N2CCN(CC2)C1.Cl. (3) Given the product [F:34][C:31]1[CH:30]=[CH:29][C:28]([C:26]2[CH:25]=[CH:24][C:22]3[N:23]=[C:18]([NH:17][C@@H:15]([C:12]4[CH:13]=[CH:14][C:9]([S:6]([NH2:5])(=[O:7])=[O:8])=[CH:10][CH:11]=4)[CH3:16])[N:19]=[C:20]([OH:35])[C:21]=3[N:27]=2)=[CH:33][CH:32]=1, predict the reactants needed to synthesize it. The reactants are: C([NH:5][S:6]([C:9]1[CH:14]=[CH:13][C:12]([C@H:15]([NH:17][C:18]2[N:19]=[C:20]([OH:35])[C:21]3[N:27]=[C:26]([C:28]4[CH:33]=[CH:32][C:31]([F:34])=[CH:30][CH:29]=4)[CH:25]=[CH:24][C:22]=3[N:23]=2)[CH3:16])=[CH:11][CH:10]=1)(=[O:8])=[O:7])(C)(C)C.C(O)(C(F)(F)F)=O.ClCCl.C([O-])(O)=O.[Na+].